Predict which catalyst facilitates the given reaction. From a dataset of Catalyst prediction with 721,799 reactions and 888 catalyst types from USPTO. (1) Reactant: C([O:4][C:5]1[CH:10]=[CH:9][C:8]([CH2:11][CH2:12][C:13]([OH:15])=[O:14])=[CH:7][C:6]=1[O:16][CH3:17])(=O)C.[OH-].[Na+].Cl. Product: [OH:4][C:5]1[CH:10]=[CH:9][C:8]([CH2:11][CH2:12][C:13]([OH:15])=[O:14])=[CH:7][C:6]=1[O:16][CH3:17]. The catalyst class is: 6. (2) Reactant: O.C1(C)C=CC(S(O)(=O)=O)=CC=1.[F:13][C:14]1[C:19]([F:20])=[C:18]([O:21][CH2:22][CH3:23])[CH:17]=[C:16]([CH3:24])[C:15]=1[CH:25](O)[CH2:26][CH:27]1[CH2:32][CH2:31][CH:30]([CH2:33][CH2:34][CH3:35])[CH2:29][CH2:28]1.O. Product: [F:13][C:14]1[C:19]([F:20])=[C:18]([O:21][CH2:22][CH3:23])[CH:17]=[C:16]([CH3:24])[C:15]=1[CH:25]=[CH:26][CH:27]1[CH2:32][CH2:31][CH:30]([CH2:33][CH2:34][CH3:35])[CH2:29][CH2:28]1. The catalyst class is: 11. (3) The catalyst class is: 2. Reactant: [N:1]12[CH2:8][CH:7]([NH:9][C:10]([C:12]3[C:17]4[N:18]=[C:19]([NH:21]C(=O)OC(C)(C)C)[O:20][C:16]=4[CH:15]=[CH:14][CH:13]=3)=[O:11])[CH:4]([CH2:5][CH2:6]1)[CH2:3][CH2:2]2.C(O)(C(F)(F)F)=O. Product: [N:1]12[CH2:8][C@@H:7]([NH:9][C:10]([C:12]3[CH:13]=[CH:14][CH:15]=[C:16]4[O:20][C:19]([NH2:21])=[N:18][C:17]=34)=[O:11])[CH:4]([CH2:5][CH2:6]1)[CH2:3][CH2:2]2. (4) Reactant: [C:1]([O:5][C:6]([NH:8][C@H:9]([C:11]([OH:13])=[O:12])[CH3:10])=[O:7])([CH3:4])([CH3:3])[CH3:2].Cl.CN(C)CCCN=C=NCC.O.ON1C2C=CC=CC=2N=N1.C(N(CC)C(C)C)(C)C.[Cl:46][C:47]1[CH:52]=[CH:51][C:50]([C:53]2[S:54][CH:55]=[C:56]([CH2:58][S:59][C:60]3[C:65]([C:66]#[N:67])=[C:64]([C:68]4[CH:73]=[CH:72][C:71]([O:74][CH2:75][CH2:76]O)=[CH:70][CH:69]=4)[C:63]([C:78]#[N:79])=[C:62]([N:80]4[CH2:84][CH2:83][CH2:82][CH2:81]4)[N:61]=3)[N:57]=2)=[CH:49][CH:48]=1. Product: [C:1]([O:5][C:6]([NH:8][C@H:9]([C:11]([O:13][CH2:76][CH2:75][O:74][C:71]1[CH:70]=[CH:69][C:68]([C:64]2[C:63]([C:78]#[N:79])=[C:62]([N:80]3[CH2:81][CH2:82][CH2:83][CH2:84]3)[N:61]=[C:60]([S:59][CH2:58][C:56]3[N:57]=[C:53]([C:50]4[CH:49]=[CH:48][C:47]([Cl:46])=[CH:52][CH:51]=4)[S:54][CH:55]=3)[C:65]=2[C:66]#[N:67])=[CH:73][CH:72]=1)=[O:12])[CH3:10])=[O:7])([CH3:2])([CH3:3])[CH3:4]. The catalyst class is: 3.